Dataset: Reaction yield outcomes from USPTO patents with 853,638 reactions. Task: Predict the reaction yield, written as a fraction of the theoretical maximum amount of product (1.0 means a 100% yield; for example, 0.34 means a 34% yield). (1) The reactants are [Cl:1][C:2]1[C:7]([OH:8])=[C:6](I)[CH:5]=[C:4]([CH2:10][OH:11])[N:3]=1.[CH:12]([Sn](C=C)(C=C)C=C)=[CH2:13]. The catalyst is CN(C=O)C.CCOC(C)=O.[Pd](Cl)Cl.C1(P(C2C=CC=CC=2)C2C=CC=CC=2)C=CC=CC=1.C1(P(C2C=CC=CC=2)C2C=CC=CC=2)C=CC=CC=1. The product is [Cl:1][C:2]1[C:7]([OH:8])=[C:6]([CH:12]=[CH2:13])[CH:5]=[C:4]([CH2:10][OH:11])[N:3]=1. The yield is 0.390. (2) The reactants are [CH3:1][C:2](=O)[CH3:3].[ClH:5].[NH2:6][CH2:7][C@@H:8]1[CH2:12][CH2:11][N:10]([C:13]2[C:18](Br)=[CH:17][N:16]=[C:15]3[NH:20][CH:21]=[C:22]([NH:23][C:24](=[O:31])[C:25]4[CH:30]=[CH:29][CH:28]=[N:27][CH:26]=4)[C:14]=23)[CH2:9]1. No catalyst specified. The product is [ClH:5].[Cl:5][C:18]1[C:13]([N:10]2[CH2:11][CH2:12][CH2:8][C@@H:7]([NH:6][CH:2]([CH3:3])[CH3:1])[CH2:9]2)=[C:14]2[C:22]([NH:23][C:24](=[O:31])[C:25]3[CH:30]=[CH:29][CH:28]=[N:27][CH:26]=3)=[CH:21][NH:20][C:15]2=[N:16][CH:17]=1. The yield is 0.640. (3) The reactants are Cl.[Cl:2][C:3]1[C:12]2[C:7](=[CH:8][C:9]([O:27][CH3:28])=[C:10]([O:13][C@H:14]3[CH2:19][CH2:18][CH2:17][N:16](C(OC(C)(C)C)=O)[CH2:15]3)[CH:11]=2)[N:6]=[CH:5][N:4]=1.[Cl:29][C:30]1[C:31]([F:37])=[C:32]([CH:34]=[CH:35][CH:36]=1)[NH2:33]. The catalyst is C(#N)C. The product is [ClH:2].[Cl:29][C:30]1[C:31]([F:37])=[C:32]([CH:34]=[CH:35][CH:36]=1)[NH:33][C:3]1[C:12]2[C:7](=[CH:8][C:9]([O:27][CH3:28])=[C:10]([O:13][C@H:14]3[CH2:19][CH2:18][CH2:17][NH:16][CH2:15]3)[CH:11]=2)[N:6]=[CH:5][N:4]=1. The yield is 0.660. (4) The reactants are [F:1][C:2]([F:13])([F:12])[C:3]1[CH:8]=[CH:7][N:6]=[C:5]([C:9](O)=[O:10])[CH:4]=1.C(N(CC)CC)C.ClC(OCC)=O.[BH4-].[Na+]. The catalyst is C1COCC1.O. The product is [F:12][C:2]([F:1])([F:13])[C:3]1[CH:8]=[CH:7][N:6]=[C:5]([CH2:9][OH:10])[CH:4]=1. The yield is 0.640. (5) The reactants are [CH3:1][O:2][C:3]1[CH:4]=[C:5]2[C:10](=[CH:11][CH:12]=1)[C:9](O)=[N:8][C:7]([N:14]1[CH2:18][CH2:17][CH2:16][CH2:15]1)=[CH:6]2.O=P(Cl)(Cl)[Cl:21]. No catalyst specified. The product is [Cl:21][C:9]1[C:10]2[C:5](=[CH:4][C:3]([O:2][CH3:1])=[CH:12][CH:11]=2)[CH:6]=[C:7]([N:14]2[CH2:18][CH2:17][CH2:16][CH2:15]2)[N:8]=1. The yield is 0.483. (6) The reactants are C(NC)C1C=CC=CC=1.[CH3:10][NH:11][CH2:12][C:13]1[CH:22]=[CH:21][C:20]2[C:15](=CC=CC=2)[C:14]=1CCC.Cl.[O:27]=[C:28]1[NH:37][C:36]2[N:35]=[CH:34][C:33](/[CH:38]=[CH:39]/[C:40](O)=[O:41])=[CH:32][C:31]=2[CH2:30][CH2:29]1.Cl.CN1CC2C=C(/C=C/C(O)=O)C=NC=2NC(=O)C1. No catalyst specified. The product is [CH2:12]([N:11]([CH3:10])[C:40](=[O:41])/[CH:39]=[CH:38]/[C:33]1[CH:34]=[N:35][C:36]2[NH:37][C:28](=[O:27])[CH2:29][CH2:30][C:31]=2[CH:32]=1)[C:13]1[CH:14]=[CH:15][CH:20]=[CH:21][CH:22]=1. The yield is 0.930. (7) The reactants are Br[C:2]1[CH:7]=[N:6][CH:5]=[C:4]2[S:8][C:9]([C:11]([O:13][CH3:14])=[O:12])=[CH:10][C:3]=12.C1COCC1. The catalyst is [Pd].CO. The product is [S:8]1[C:4]2=[CH:5][N:6]=[CH:7][CH:2]=[C:3]2[CH:10]=[C:9]1[C:11]([O:13][CH3:14])=[O:12]. The yield is 0.800. (8) The reactants are [Si:1]([O:18][CH2:19][CH2:20][O:21][C:22]1[CH:27]=[CH:26][C:25]([CH2:28][CH2:29][C:30](OCC)=[O:31])=[C:24]([O:35][C:36]2[C:41]([Cl:42])=[CH:40][C:39]([C:43]([F:46])([F:45])[F:44])=[CH:38][N:37]=2)[CH:23]=1)([C:14]([CH3:17])([CH3:16])[CH3:15])([C:8]1[CH:13]=[CH:12][CH:11]=[CH:10][CH:9]=1)[C:2]1[CH:7]=[CH:6][CH:5]=[CH:4][CH:3]=1.[H-].C([Al+]CC(C)C)C(C)C. The catalyst is C(OCC)C.C1(C)C=CC=CC=1.[Cl-].[Na+].O. The product is [Si:1]([O:18][CH2:19][CH2:20][O:21][C:22]1[CH:27]=[CH:26][C:25]([CH2:28][CH2:29][CH2:30][OH:31])=[C:24]([O:35][C:36]2[C:41]([Cl:42])=[CH:40][C:39]([C:43]([F:46])([F:45])[F:44])=[CH:38][N:37]=2)[CH:23]=1)([C:14]([CH3:15])([CH3:16])[CH3:17])([C:8]1[CH:13]=[CH:12][CH:11]=[CH:10][CH:9]=1)[C:2]1[CH:3]=[CH:4][CH:5]=[CH:6][CH:7]=1. The yield is 0.600. (9) The reactants are [NH2:1][C:2]1[CH:3]=[C:4]([CH:9]([NH:15][C:16]2[CH:21]=[CH:20][C:19]([C:22]#[N:23])=[CH:18][CH:17]=2)[C:10]([O:12][CH2:13][CH3:14])=[O:11])[CH:5]=[C:6]([CH3:8])[CH:7]=1.Cl[C:25]1[N:30]=[CH:29][CH:28]=[CH:27][N:26]=1.C(N(C(C)C)CC)(C)C.[N:40]12[CH2:50][CH2:49][CH2:48][N:47]=[C:46]1[CH2:45][CH2:44][CH2:43][CH2:42][CH2:41]2. The catalyst is C1COCC1. The product is [C:22]([C:19]1[CH:18]=[CH:17][C:16]([NH:15][CH:9]([C:4]2[CH:3]=[C:2]([N:1]=[C:46]3[CH2:45][CH2:44][CH2:43][CH2:42][CH2:41][N:40]3[CH2:50][CH2:49][CH2:48][NH:47][C:25]3[N:30]=[CH:29][CH:28]=[CH:27][N:26]=3)[CH:7]=[C:6]([CH3:8])[CH:5]=2)[C:10]([O:12][CH2:13][CH3:14])=[O:11])=[CH:21][CH:20]=1)#[N:23]. The yield is 0.230. (10) The reactants are [N:1]([C@@H:4]1[CH2:8][C@@H:7]([CH2:9][OH:10])[C@@H:6]([O:11][Si:12]([C:15]([CH3:18])([CH3:17])[CH3:16])([CH3:14])[CH3:13])[CH2:5]1)=[N+]=[N-].CCOC(C)=O. The catalyst is [Pd]. The product is [NH2:1][C@@H:4]1[CH2:8][C@@H:7]([CH2:9][OH:10])[C@@H:6]([O:11][Si:12]([C:15]([CH3:18])([CH3:17])[CH3:16])([CH3:13])[CH3:14])[CH2:5]1. The yield is 0.875.